Dataset: Forward reaction prediction with 1.9M reactions from USPTO patents (1976-2016). Task: Predict the product of the given reaction. (1) Given the reactants [F:1][C:2]1[C:7]([F:8])=[CH:6][CH:5]=[CH:4][C:3]=1[C@@:9]([NH:19][S@@](C(C)(C)C)=O)([CH2:12][C@H:13]([OH:18])[C:14]([F:17])([F:16])[F:15])[CH2:10][F:11].Cl.O1CCOCC1, predict the reaction product. The product is: [NH2:19][C@@:9]([C:3]1[CH:4]=[CH:5][CH:6]=[C:7]([F:8])[C:2]=1[F:1])([CH2:10][F:11])[CH2:12][C@H:13]([OH:18])[C:14]([F:16])([F:17])[F:15]. (2) Given the reactants Br[C:2]1[CH:7]=[CH:6][C:5]([C:8]2[N:13]([CH2:14][C:15]3[CH:20]=[CH:19][C:18]([CH3:21])=[CH:17][C:16]=3[CH3:22])[C:12](=[O:23])[CH:11]=[C:10]([C:24]([F:27])([F:26])[F:25])[CH:9]=2)=[CH:4][CH:3]=1.[CH2:28]([O:30][C:31]([C:33]1[NH:34][C:35]2[C:40]([CH:41]=1)=[CH:39][C:38]([OH:42])=[CH:37][CH:36]=2)=[O:32])[CH3:29].[O-]P([O-])([O-])=O.[K+].[K+].[K+].C(P(C(C)(C)C)C1C=CC2C(=CC=CC=2)C=1C1C2C(=CC=CC=2)C=CC=1)(C)(C)C, predict the reaction product. The product is: [CH3:22][C:16]1[CH:17]=[C:18]([CH3:21])[CH:19]=[CH:20][C:15]=1[CH2:14][N:13]1[C:12](=[O:23])[CH:11]=[C:10]([C:24]([F:26])([F:27])[F:25])[CH:9]=[C:8]1[C:5]1[CH:4]=[CH:3][C:2]([O:42][C:38]2[CH:39]=[C:40]3[C:35](=[CH:36][CH:37]=2)[NH:34][C:33]([C:31]([O:30][CH2:28][CH3:29])=[O:32])=[CH:41]3)=[CH:7][CH:6]=1. (3) Given the reactants CO[C:3]([CH:5]1[CH2:9][C:8](=O)[CH2:7][N:6]1[CH2:11][C:12]1[CH:17]=[CH:16][CH:15]=[CH:14][CH:13]=1)=[O:4].[F:18][C:19]([F:34])([F:33])[C:20]1[CH:21]=[C:22]([CH:26]=[C:27]([C:29]([F:32])([F:31])[F:30])[CH:28]=1)[CH2:23][NH:24][CH3:25].[C:35]1([CH3:47])[CH:40]=[CH:39][CH:38]=[C:37]([N:41]2[CH2:46][CH2:45][NH:44][CH2:43][CH2:42]2)[CH:36]=1, predict the reaction product. The product is: [CH2:11]([N:6]1[CH2:7][C@@H:8]([N:24]([CH2:23][C:22]2[CH:21]=[C:20]([C:19]([F:33])([F:34])[F:18])[CH:28]=[C:27]([C:29]([F:32])([F:31])[F:30])[CH:26]=2)[CH3:25])[CH2:9][C@H:5]1[C:3]([N:44]1[CH2:45][CH2:46][N:41]([C:37]2[CH:36]=[C:35]([CH3:47])[CH:40]=[CH:39][CH:38]=2)[CH2:42][CH2:43]1)=[O:4])[C:12]1[CH:17]=[CH:16][CH:15]=[CH:14][CH:13]=1. (4) Given the reactants Br[C:2]1[C:10]2[C:5](=[N:6][CH:7]=[CH:8][CH:9]=2)[S:4][N:3]=1.[NH2:11][CH2:12][CH2:13][CH2:14][NH2:15], predict the reaction product. The product is: [S:4]1[C:5]2=[N:6][CH:7]=[CH:8][CH:9]=[C:10]2[C:2]([NH:11][CH2:12][CH2:13][CH2:14][NH2:15])=[N:3]1. (5) The product is: [CH3:25][N:26]([CH2:27][CH2:28][N:29]1[CH2:34][CH2:33][CH2:32][CH2:31][CH2:30]1)[C:15]([C:11]1[CH:10]=[C:9]2[C:14](=[CH:13][CH:12]=1)[C:5]([O:4][CH:1]([CH3:2])[CH3:3])=[N:6][C:7]([NH:18][C:19]1[CH:23]=[C:22]([CH3:24])[NH:21][N:20]=1)=[CH:8]2)=[O:17]. Given the reactants [CH:1]([O:4][C:5]1[C:14]2[C:9](=[CH:10][C:11]([C:15]([OH:17])=O)=[CH:12][CH:13]=2)[CH:8]=[C:7]([NH:18][C:19]2[CH:23]=[C:22]([CH3:24])[NH:21][N:20]=2)[N:6]=1)([CH3:3])[CH3:2].[CH3:25][NH:26][CH2:27][CH2:28][N:29]1[CH2:34][CH2:33][CH2:32][CH2:31][CH2:30]1, predict the reaction product. (6) Given the reactants Br[C:2]1[CH:9]=[CH:8][C:5]([C:6]#[N:7])=[C:4]([F:10])[CH:3]=1.C(=O)([O-])[O-].[Cs+].[Cs+].CC1(C)C2C=CC=C(P(C3C=CC=CC=3)C3C=CC=CC=3)C=2OC2C1=CC=CC=2P(C1C=CC=CC=1)C1C=CC=CC=1.[CH3:59][O:60][C:61]([C:63]1[C:75]2[C:74]3[C:69](=[CH:70][CH:71]=[CH:72][CH:73]=3)[NH:68][C:67]=2[CH:66]=[CH:65][CH:64]=1)=[O:62], predict the reaction product. The product is: [CH3:59][O:60][C:61]([C:63]1[C:75]2[C:74]3[C:69](=[CH:70][CH:71]=[CH:72][CH:73]=3)[N:68]([C:2]3[CH:9]=[CH:8][C:5]([C:6]#[N:7])=[C:4]([F:10])[CH:3]=3)[C:67]=2[CH:66]=[CH:65][CH:64]=1)=[O:62].